Regression. Given a peptide amino acid sequence and an MHC pseudo amino acid sequence, predict their binding affinity value. This is MHC class II binding data. From a dataset of Peptide-MHC class II binding affinity with 134,281 pairs from IEDB. (1) The peptide sequence is TLELLYADTVAFCFR. The MHC is DRB1_0802 with pseudo-sequence DRB1_0802. The binding affinity (normalized) is 0.221. (2) The peptide sequence is MKSSWGAIWRIDPKK. The MHC is DRB4_0101 with pseudo-sequence DRB4_0103. The binding affinity (normalized) is 0.0199. (3) The peptide sequence is EKKYFAATYFEPLAA. The MHC is DRB1_1602 with pseudo-sequence DRB1_1602. The binding affinity (normalized) is 0.611. (4) The peptide sequence is TISNNLFFNHHKVML. The MHC is HLA-DPA10201-DPB10501 with pseudo-sequence HLA-DPA10201-DPB10501. The binding affinity (normalized) is 0.441. (5) The MHC is HLA-DPA10301-DPB10402 with pseudo-sequence HLA-DPA10301-DPB10402. The peptide sequence is QAVELTARLNSLGEA. The binding affinity (normalized) is 0.313. (6) The peptide sequence is MPRSIGGPVSSHNHI. The MHC is DRB1_0801 with pseudo-sequence DRB1_0801. The binding affinity (normalized) is 0. (7) The peptide sequence is LLLVTHYAIIGPGLQ. The MHC is DRB1_0701 with pseudo-sequence DRB1_0701. The binding affinity (normalized) is 0.702. (8) The peptide sequence is EIYKRWIIMG. The MHC is DRB3_0101 with pseudo-sequence DRB3_0101. The binding affinity (normalized) is 0.260. (9) The peptide sequence is YNFLKEQHCQKASTQ. The MHC is DRB1_0101 with pseudo-sequence DRB1_0101. The binding affinity (normalized) is 0.274. (10) The peptide sequence is VRLRECYIQRFPITN. The MHC is DRB1_0101 with pseudo-sequence DRB1_0101. The binding affinity (normalized) is 0.403.